From a dataset of Reaction yield outcomes from USPTO patents with 853,638 reactions. Predict the reaction yield, written as a fraction of the theoretical maximum amount of product (1.0 means a 100% yield; for example, 0.34 means a 34% yield). (1) The reactants are [C:1]([C:5]1[CH:6]=[C:7]([C:16](=[O:22])[CH2:17][C:18]([NH:20][CH3:21])=[O:19])[CH:8]=[C:9]([C:12]([CH3:15])([CH3:14])[CH3:13])[C:10]=1[OH:11])([CH3:4])([CH3:3])[CH3:2].C1(C)C=CC=CC=1.CO[CH:32](OC)[N:33]([CH3:35])[CH3:34]. The catalyst is CO. The product is [C:1]([C:5]1[CH:6]=[C:7]([CH:8]=[C:9]([C:12]([CH3:14])([CH3:15])[CH3:13])[C:10]=1[OH:11])[C:16]([C:17](=[CH:32][N:33]([CH3:35])[CH3:34])[C:18]([NH:20][CH3:21])=[O:19])=[O:22])([CH3:2])([CH3:3])[CH3:4]. The yield is 0.980. (2) The product is [CH:32]1([C:9]2[C:8]3[C:12](=[CH:13][C:5]([C:3]([OH:4])=[O:2])=[CH:6][CH:7]=3)[N:11]([CH2:14][C:15]([N:17]3[CH2:18][CH2:19][O:20][CH2:21][CH2:22]3)=[O:16])[C:10]=2[C:23]2[CH:24]=[C:25]3[C:26](=[CH:27][CH:28]=2)[N:29]=[C:45]([C:40]2[CH:41]=[CH:42][CH:43]=[CH:44][C:39]=2[F:38])[CH:46]=[CH:30]3)[CH2:37][CH2:36][CH2:35][CH2:34][CH2:33]1. The reactants are C[O:2][C:3]([C:5]1[CH:13]=[C:12]2[C:8]([C:9]([CH:32]3[CH2:37][CH2:36][CH2:35][CH2:34][CH2:33]3)=[C:10]([C:23]3[CH:28]=[CH:27][C:26]([NH2:29])=[C:25]([CH:30]=O)[CH:24]=3)[N:11]2[CH2:14][C:15]([N:17]2[CH2:22][CH2:21][O:20][CH2:19][CH2:18]2)=[O:16])=[CH:7][CH:6]=1)=[O:4].[F:38][C:39]1[CH:44]=[CH:43][CH:42]=[CH:41][C:40]=1[C:45](=O)[CH3:46]. No catalyst specified. The yield is 0.190. (3) The reactants are [CH3:1][C@@H:2]1[C@H:7]([C:8]2[CH:9]=[C:10]3[C:19](=[CH:20][C:21]=2B2OC(C)(C)C(C)(C)O2)[O:18][CH2:17][C:16]2[N:11]3[C@H:12]([CH3:32])[C:13](=[O:31])[NH:14][N:15]=2)[CH2:6][CH2:5][N:4]([C:33]([OH:35])=[O:34])[CH2:3]1.Br[C:37]1[C:42]([F:43])=[CH:41][CH:40]=[CH:39][C:38]=1[F:44].C(=O)([O-])[O-].[Na+].[Na+]. The catalyst is O1CCOCC1.O.C1C=CC(P(C2C=CC=CC=2)[C-]2C=CC=C2)=CC=1.C1C=CC(P(C2C=CC=CC=2)[C-]2C=CC=C2)=CC=1.Cl[Pd]Cl.[Fe+2].C(Cl)Cl. The product is [C:2]([O:35][C:33]([N:4]1[CH2:5][CH2:6][C@@H:7]([C:8]2[CH:9]=[C:10]3[C:19](=[CH:20][C:21]=2[C:37]2[C:42]([F:43])=[CH:41][CH:40]=[CH:39][C:38]=2[F:44])[O:18][CH2:17][C:16]2[N:11]3[C@H:12]([CH3:32])[C:13](=[O:31])[NH:14][N:15]=2)[C@@H:2]([CH3:1])[CH2:3]1)=[O:34])([CH3:7])([CH3:3])[CH3:1]. The yield is 0.180.